Dataset: Reaction yield outcomes from USPTO patents with 853,638 reactions. Task: Predict the reaction yield, written as a fraction of the theoretical maximum amount of product (1.0 means a 100% yield; for example, 0.34 means a 34% yield). (1) The reactants are [F:8][C:7]([F:10])([F:9])[C:6](O[C:6](=[O:11])[C:7]([F:10])([F:9])[F:8])=[O:11].[Br:14][C:15]1[CH:21]=[CH:20][C:18]([NH2:19])=[C:17]([CH:22]2[CH2:26][CH2:25][CH2:24][O:23]2)[CH:16]=1.[N+:27]([O-])([O-:29])=[O:28].[NH4+]. No catalyst specified. The product is [Br:14][C:15]1[CH:16]=[C:17]([CH:22]2[CH2:26][CH2:25][CH2:24][O:23]2)[C:18]([NH:19][C:6](=[O:11])[C:7]([F:8])([F:9])[F:10])=[C:20]([N+:27]([O-:29])=[O:28])[CH:21]=1. The yield is 0.620. (2) The reactants are [H-].[Na+].[CH2:3]([OH:10])[C:4]1[CH:9]=[CH:8][CH:7]=[CH:6][CH:5]=1.Cl[C:12]1[CH:17]=[CH:16][C:15]([N+:18]([O-:20])=[O:19])=[CH:14][C:13]=1[C:21]([F:24])([F:23])[F:22].C(O)(=O)C. The catalyst is CC(N(C)C)=O.ClCCl. The product is [CH2:3]([O:10][C:12]1[CH:17]=[CH:16][C:15]([N+:18]([O-:20])=[O:19])=[CH:14][C:13]=1[C:21]([F:22])([F:23])[F:24])[C:4]1[CH:9]=[CH:8][CH:7]=[CH:6][CH:5]=1. The yield is 0.490. (3) The reactants are [F:1][C:2]1[CH:7]=[CH:6][CH:5]=[CH:4][CH:3]=1.[Cl-].[Cl-].[Cl-].[Al+3].[C:12]1(=[O:18])[O:17][C:15](=[O:16])[CH2:14][CH2:13]1. The catalyst is C(Cl)Cl. The product is [F:1][C:2]1[CH:7]=[CH:6][C:5]([C:12](=[O:18])[CH2:13][CH2:14][C:15]([OH:17])=[O:16])=[CH:4][CH:3]=1. The yield is 0.596. (4) The reactants are Cl[C:2]1[CH:7]=[CH:6][N:5]=[C:4]([C:8]2[CH:13]=[CH:12][CH:11]=[CH:10][CH:9]=2)[CH:3]=1.P([O-])([O-])([O-])=O.[K+].[K+].[K+].[CH3:22][C:23]1(C)[C:27](C)(C)OB(C(C)=C)O1. The catalyst is C1(C)C=CC=CC=1.O.C1C=CC(/C=C/C(/C=C/C2C=CC=CC=2)=O)=CC=1.C1C=CC(/C=C/C(/C=C/C2C=CC=CC=2)=O)=CC=1.C1C=CC(/C=C/C(/C=C/C2C=CC=CC=2)=O)=CC=1.[Pd].[Pd].COC1C=CC=C(OC)C=1C1C=CC=CC=1P(C1CCCCC1)C1CCCCC1. The product is [C:8]1([C:4]2[CH:3]=[C:2]([C:23]([CH3:27])=[CH2:22])[CH:7]=[CH:6][N:5]=2)[CH:13]=[CH:12][CH:11]=[CH:10][CH:9]=1. The yield is 0.900. (5) The reactants are Cl[C:2]1[C:7]([N+:8]([O-:10])=[O:9])=[CH:6][CH:5]=[CH:4][N:3]=1.[CH2:11]([Sn](CCC)(CCC)C=C)[CH2:12]C. The catalyst is C1C=CC([P]([Pd]([P](C2C=CC=CC=2)(C2C=CC=CC=2)C2C=CC=CC=2)([P](C2C=CC=CC=2)(C2C=CC=CC=2)C2C=CC=CC=2)[P](C2C=CC=CC=2)(C2C=CC=CC=2)C2C=CC=CC=2)(C2C=CC=CC=2)C2C=CC=CC=2)=CC=1.C1(C)C=CC=CC=1. The product is [N+:8]([C:7]1[C:2]([CH:11]=[CH2:12])=[N:3][CH:4]=[CH:5][CH:6]=1)([O-:10])=[O:9]. The yield is 0.540.